This data is from Full USPTO retrosynthesis dataset with 1.9M reactions from patents (1976-2016). The task is: Predict the reactants needed to synthesize the given product. (1) Given the product [C:34]([NH:1][CH2:2][C:3]([NH:5][S:6]([C:9]1[CH:10]=[CH:11][C:12]([C:15]2[C:16]([C:21]3[CH:26]=[CH:25][CH:24]=[CH:23][CH:22]=3)=[N:17][O:18][C:19]=2[CH3:20])=[CH:13][CH:14]=1)(=[O:8])=[O:7])=[O:4])(=[O:36])[CH3:35], predict the reactants needed to synthesize it. The reactants are: [NH2:1][CH2:2][C:3]([NH:5][S:6]([C:9]1[CH:14]=[CH:13][C:12]([C:15]2[C:16]([C:21]3[CH:26]=[CH:25][CH:24]=[CH:23][CH:22]=3)=[N:17][O:18][C:19]=2[CH3:20])=[CH:11][CH:10]=1)(=[O:8])=[O:7])=[O:4].C(N(CC)CC)C.[C:34](OC(=O)C)(=[O:36])[CH3:35]. (2) The reactants are: [Cl:1][C:2]1[CH:7]=[CH:6][C:5]([C:8]2[NH:9][C:10]3[N:11]([N:15]=[CH:16][C:17]=3[C:18]([NH2:20])=[O:19])[C:12](=[O:14])[CH:13]=2)=[CH:4][C:3]=1[O:21][CH:22]([CH3:24])[CH3:23].[CH3:25][C:26]([N:28]([CH3:30])[CH3:29])=O.[CH3:25][C:26]([N:28]([CH3:30])[CH3:29])=O. Given the product [Cl:1][C:2]1[CH:7]=[CH:6][C:5]([C:8]2[NH:9][C:10]3[N:11]([N:15]=[CH:16][C:17]=3[C:18](/[N:20]=[C:26](/[N:28]([CH3:30])[CH3:29])\[CH3:25])=[O:19])[C:12](=[O:14])[CH:13]=2)=[CH:4][C:3]=1[O:21][CH:22]([CH3:24])[CH3:23], predict the reactants needed to synthesize it.